Dataset: Full USPTO retrosynthesis dataset with 1.9M reactions from patents (1976-2016). Task: Predict the reactants needed to synthesize the given product. (1) Given the product [ClH:91].[ClH:91].[CH2:9]([NH:8][CH2:13][C:14]1[CH:15]=[C:16]([CH:20]=[C:21]([CH3:23])[CH:22]=1)[C:17]([NH:67][C@@H:68]([CH2:82][C:83]1[CH:84]=[C:85]([F:90])[CH:86]=[C:87]([F:89])[CH:88]=1)[C@H:69]([OH:81])[CH2:70][NH:71][CH2:72][C:73]1[CH:78]=[CH:77][CH:76]=[C:75]([CH2:79][CH3:80])[CH:74]=1)=[O:19])[CH2:10][CH2:11][CH3:12], predict the reactants needed to synthesize it. The reactants are: C(OC([N:8]([CH2:13][C:14]1[CH:15]=[C:16]([CH:20]=[C:21]([CH3:23])[CH:22]=1)[C:17]([OH:19])=O)[CH2:9][CH2:10][CH2:11][CH3:12])=O)(C)(C)C.CN(C(ON1N=NC2C=CC=CC1=2)=[N+](C)C)C.F[P-](F)(F)(F)(F)F.C1C=CC2N(O)N=NC=2C=1.C(N(CC)C(C)C)(C)C.[NH2:67][C@@H:68]([CH2:82][C:83]1[CH:88]=[C:87]([F:89])[CH:86]=[C:85]([F:90])[CH:84]=1)[C@H:69]([OH:81])[CH2:70][NH:71][CH2:72][C:73]1[CH:78]=[CH:77][CH:76]=[C:75]([CH2:79][CH3:80])[CH:74]=1.[ClH:91]. (2) Given the product [Cl:10][C:11]1[CH:16]=[CH:15][C:14]([N+:17]([O-:19])=[O:18])=[CH:13][C:12]=1[C:20]1[CH:21]=[CH:8][C:7]2[C:2](=[N:3][CH:4]=[CH:5][CH:6]=2)[N:1]=1, predict the reactants needed to synthesize it. The reactants are: [NH2:1][C:2]1[C:7]([CH:8]=O)=[CH:6][CH:5]=[CH:4][N:3]=1.[Cl:10][C:11]1[CH:16]=[CH:15][C:14]([N+:17]([O-:19])=[O:18])=[CH:13][C:12]=1[C:20](=O)[CH3:21].[OH-].[Na+].